This data is from Catalyst prediction with 721,799 reactions and 888 catalyst types from USPTO. The task is: Predict which catalyst facilitates the given reaction. (1) Reactant: [H-].[Al+3].[Li+].[H-].[H-].[H-].[C:7]([C:11]1[CH:12]=[CH:13][C:14]([C:21]#[N:22])=[C:15]([CH:20]=1)[C:16](OC)=[O:17])([CH3:10])([CH3:9])[CH3:8].[OH-].[Na+]. Product: [NH2:22][CH2:21][C:14]1[CH:13]=[CH:12][C:11]([C:7]([CH3:8])([CH3:10])[CH3:9])=[CH:20][C:15]=1[CH2:16][OH:17]. The catalyst class is: 28. (2) Reactant: [CH3:1][Si:2]([CH3:30])([CH3:29])[CH2:3][CH2:4][O:5][CH2:6][N:7]1[C:11]2[N:12]=[CH:13][N:14]=[C:15]([N:16]3[CH2:20][CH2:19][C@@H:18]([NH:21][C:22](=O)OC(C)(C)C)[CH2:17]3)[C:10]=2[CH:9]=[CH:8]1.ClC1[CH:39]=[CH:38][C:35]([C:36]#[N:37])=[CH:34][N:33]=1.CCN(C(C)C)C(C)C. Product: [CH3:29][Si:2]([CH3:30])([CH3:1])[CH2:3][CH2:4][O:5][CH2:6][N:7]1[C:11]2[N:12]=[CH:13][N:14]=[C:15]([N:16]3[CH2:20][CH2:19][C@@H:18]([NH:21][C:22]4[CH:39]=[CH:38][C:35]([C:36]#[N:37])=[CH:34][N:33]=4)[CH2:17]3)[C:10]=2[CH:9]=[CH:8]1. The catalyst class is: 126. (3) Reactant: [NH:1]1[CH:8]=[N:7][C:5]([NH2:6])=[N:4][C:2]1=[O:3].C[Si](N[Si](C)(C)C)(C)C.[Si](OS(C(F)(F)F)(=O)=O)(C)(C)C.C(O[C@@H:34]1[O:46][C@H:45]([CH2:47][O:48]C(=O)C)[C@@H:40]([O:41]C(=O)C)[C@H:35]1[O:36]C(=O)C)(=O)C. Product: [C@@H:34]1([N:1]2[CH:8]=[N:7][C:5]([NH2:6])=[N:4][C:2]2=[O:3])[O:46][C@H:45]([CH2:47][OH:48])[C@@H:40]([OH:41])[C@H:35]1[OH:36]. The catalyst class is: 10. (4) Reactant: C(N(C(C)C)CC)(C)C.[Cl:10][C:11]1[CH:19]=[CH:18][C:14]([C:15](O)=[O:16])=[CH:13][C:12]=1[NH:20][C:21]([C:23]1[C:34](=[O:35])[NH:33][C:26]2[N:27]=[C:28]([O:31][CH3:32])[N:29]=[CH:30][C:25]=2[CH:24]=1)=[O:22].CN(C(ON1N=NC2C=CC=NC1=2)=[N+](C)C)C.F[P-](F)(F)(F)(F)F.[S:60]1[CH:64]=[CH:63][CH:62]=[C:61]1[CH2:65][NH2:66]. Product: [Cl:10][C:11]1[CH:19]=[CH:18][C:14]([C:15](=[O:16])[NH:66][CH2:65][C:61]2[S:60][CH:64]=[CH:63][CH:62]=2)=[CH:13][C:12]=1[NH:20][C:21]([C:23]1[C:34](=[O:35])[NH:33][C:26]2[N:27]=[C:28]([O:31][CH3:32])[N:29]=[CH:30][C:25]=2[CH:24]=1)=[O:22]. The catalyst class is: 3.